Dataset: NCI-60 drug combinations with 297,098 pairs across 59 cell lines. Task: Regression. Given two drug SMILES strings and cell line genomic features, predict the synergy score measuring deviation from expected non-interaction effect. (1) Drug 1: CN(C)N=NC1=C(NC=N1)C(=O)N. Drug 2: CN(CC1=CN=C2C(=N1)C(=NC(=N2)N)N)C3=CC=C(C=C3)C(=O)NC(CCC(=O)O)C(=O)O. Cell line: HCT116. Synergy scores: CSS=52.0, Synergy_ZIP=1.58, Synergy_Bliss=-0.329, Synergy_Loewe=-13.2, Synergy_HSA=-0.453. (2) Drug 1: C1CCC(C1)C(CC#N)N2C=C(C=N2)C3=C4C=CNC4=NC=N3. Drug 2: COC1=C2C(=CC3=C1OC=C3)C=CC(=O)O2. Cell line: HCT-15. Synergy scores: CSS=-0.672, Synergy_ZIP=2.34, Synergy_Bliss=1.20, Synergy_Loewe=-1.99, Synergy_HSA=-1.51. (3) Cell line: SF-539. Drug 1: CC1=C2C(C(=O)C3(C(CC4C(C3C(C(C2(C)C)(CC1OC(=O)C(C(C5=CC=CC=C5)NC(=O)OC(C)(C)C)O)O)OC(=O)C6=CC=CC=C6)(CO4)OC(=O)C)OC)C)OC. Drug 2: C1=NC2=C(N=C(N=C2N1C3C(C(C(O3)CO)O)O)F)N. Synergy scores: CSS=54.4, Synergy_ZIP=13.1, Synergy_Bliss=7.19, Synergy_Loewe=-37.2, Synergy_HSA=7.37. (4) Drug 1: C1CCC(C1)C(CC#N)N2C=C(C=N2)C3=C4C=CNC4=NC=N3. Drug 2: C1=CC(=CC=C1C#N)C(C2=CC=C(C=C2)C#N)N3C=NC=N3. Cell line: HOP-92. Synergy scores: CSS=12.1, Synergy_ZIP=-1.75, Synergy_Bliss=4.81, Synergy_Loewe=-1.64, Synergy_HSA=5.78. (5) Drug 1: CCN(CC)CCCC(C)NC1=C2C=C(C=CC2=NC3=C1C=CC(=C3)Cl)OC. Drug 2: CC(C)CN1C=NC2=C1C3=CC=CC=C3N=C2N. Cell line: OVCAR-8. Synergy scores: CSS=30.3, Synergy_ZIP=2.25, Synergy_Bliss=7.15, Synergy_Loewe=3.77, Synergy_HSA=5.24.